From a dataset of Reaction yield outcomes from USPTO patents with 853,638 reactions. Predict the reaction yield, written as a fraction of the theoretical maximum amount of product (1.0 means a 100% yield; for example, 0.34 means a 34% yield). The reactants are [OH:1][C:2]1[CH:7]=[C:6]([CH3:8])[C:5]([NH:9][CH:10]=[O:11])=[C:4]([CH3:12])[C:3]=1[CH3:13].Br[CH2:15]/[CH:16]=[CH:17]/[C:18]1[CH:23]=[CH:22][C:21]([F:24])=[CH:20][CH:19]=1. The catalyst is C(OCC)(=O)C.CCCCCC. The product is [F:24][C:21]1[CH:22]=[CH:23][C:18](/[CH:17]=[CH:16]/[CH2:15][O:1][C:2]2[CH:7]=[C:6]([CH3:8])[C:5]([NH:9][CH:10]=[O:11])=[C:4]([CH3:12])[C:3]=2[CH3:13])=[CH:19][CH:20]=1. The yield is 0.520.